Dataset: Forward reaction prediction with 1.9M reactions from USPTO patents (1976-2016). Task: Predict the product of the given reaction. (1) Given the reactants [Br:1][C:2]1[CH:11]=[C:10]2[C:5]([CH2:6][CH2:7][C:8]3([CH2:23][CH2:22][CH:21]([O:24][CH3:25])[CH2:20][CH2:19]3)[C:9]2=[N:12]S(C(C)(C)C)=O)=[CH:4][CH:3]=1.Cl, predict the reaction product. The product is: [Br:1][C:2]1[CH:11]=[C:10]2[C:5]([CH2:6][CH2:7][C:8]3([CH2:23][CH2:22][CH:21]([O:24][CH3:25])[CH2:20][CH2:19]3)[C:9]2=[NH:12])=[CH:4][CH:3]=1. (2) Given the reactants [CH3:1][O:2][C:3]1[CH:4]=[C:5]2[C:10](=[CH:11][C:12]=1[O:13][CH3:14])[N:9]=[CH:8][CH:7]=[C:6]2[O:15][C:16]1[CH:22]=[CH:21][C:19]([NH2:20])=[C:18]([CH3:23])[C:17]=1[CH3:24].[C:25]1([CH3:34])[C:26]([N:31]=[C:32]=[O:33])=[CH:27][CH:28]=[CH:29][CH:30]=1.CO, predict the reaction product. The product is: [CH3:1][O:2][C:3]1[CH:4]=[C:5]2[C:10](=[CH:11][C:12]=1[O:13][CH3:14])[N:9]=[CH:8][CH:7]=[C:6]2[O:15][C:16]1[CH:22]=[CH:21][C:19]([NH:20][C:32]([NH:31][C:26]2[CH:27]=[CH:28][CH:29]=[CH:30][C:25]=2[CH3:34])=[O:33])=[C:18]([CH3:23])[C:17]=1[CH3:24].